Dataset: Catalyst prediction with 721,799 reactions and 888 catalyst types from USPTO. Task: Predict which catalyst facilitates the given reaction. (1) Product: [CH2:14]([O:16][C:17](=[O:20])[CH2:18][NH:19][CH2:5][C:4]1[CH:7]=[CH:8][CH:9]=[CH:10][C:3]=1[C:2]([F:12])([F:11])[F:1])[CH3:15]. Reactant: [F:1][C:2]([F:12])([F:11])[C:3]1[CH:10]=[CH:9][CH:8]=[CH:7][C:4]=1[CH:5]=O.Cl.[CH2:14]([O:16][C:17](=[O:20])[CH2:18][NH2:19])[CH3:15].CCN(C(C)C)C(C)C.C(O[BH-](OC(=O)C)OC(=O)C)(=O)C.[Na+]. The catalyst class is: 2. (2) Reactant: [Br:1][C:2]1[C:3]([NH:10][CH2:11][CH3:12])=[C:4]([NH2:9])[C:5]([Cl:8])=[N:6][CH:7]=1.C(Cl)CCl.[C:17]([CH2:19][C:20](O)=[O:21])#[N:18].CN1CCOCC1. Product: [Br:1][C:2]1[C:3]([NH:10][CH2:11][CH3:12])=[C:4]([NH:9][C:20](=[O:21])[CH2:19][C:17]#[N:18])[C:5]([Cl:8])=[N:6][CH:7]=1. The catalyst class is: 4. (3) Reactant: [Br:1][C:2]1[CH:3]=[CH:4][C:5]([O:12][CH2:13][C:14]2[CH:19]=[CH:18][C:17]([Cl:20])=[CH:16][CH:15]=2)=[C:6]([CH2:8][N:9]([CH3:11])[CH3:10])[CH:7]=1.[CH3:21][I:22]. Product: [I-:22].[Br:1][C:2]1[CH:3]=[CH:4][C:5]([O:12][CH2:13][C:14]2[CH:15]=[CH:16][C:17]([Cl:20])=[CH:18][CH:19]=2)=[C:6]([CH2:8][N+:9]([CH3:21])([CH3:11])[CH3:10])[CH:7]=1. The catalyst class is: 11. (4) Reactant: [CH2:1]([N:3]1[C:7]([NH2:8])=[CH:6][CH:5]=[N:4]1)[CH3:2].[H-].[Na+].I[CH:12]([CH3:14])[CH3:13].O. Product: [CH2:1]([N:3]1[C:7]([NH:8][CH:12]([CH3:14])[CH3:13])=[CH:6][CH:5]=[N:4]1)[CH3:2]. The catalyst class is: 56. (5) The catalyst class is: 2. Product: [NH2:7][C@@H:8]([C@@H:9]([CH3:12])[CH2:10][CH3:11])[CH2:13][N:14]([C:27]1[CH:32]=[CH:31][C:30]([O:33][CH2:34][CH:35]2[CH2:38][CH2:37][CH2:36]2)=[CH:29][CH:28]=1)[C:15]([C@@H:17]1[CH2:19][C@H:18]1[C:20]1[CH:25]=[CH:24][C:23]([F:26])=[CH:22][N:21]=1)=[O:16]. Reactant: C(OC(=O)[NH:7][C@H:8]([CH2:13][N:14]([C:27]1[CH:32]=[CH:31][C:30]([O:33][CH2:34][CH:35]2[CH2:38][CH2:37][CH2:36]2)=[CH:29][CH:28]=1)[C:15]([C@@H:17]1[CH2:19][C@H:18]1[C:20]1[CH:25]=[CH:24][C:23]([F:26])=[CH:22][N:21]=1)=[O:16])[C@@H:9]([CH3:12])[CH2:10][CH3:11])(C)(C)C.C(O)(C(F)(F)F)=O.C(Cl)Cl. (6) Reactant: C(O)=O.[NH2:4][CH2:5][C@@H:6]([C:15]1[CH:24]=[CH:23][C:22]([OH:25])=[C:21]2[C:16]=1[CH:17]=[CH:18][C:19](=[O:26])[NH:20]2)[O:7][Si](C(C)(C)C)(C)C.[ClH:27]. Product: [ClH:27].[NH2:4][CH2:5][C@@H:6]([C:15]1[CH:24]=[CH:23][C:22]([OH:25])=[C:21]2[C:16]=1[CH:17]=[CH:18][C:19](=[O:26])[NH:20]2)[OH:7]. The catalyst class is: 5.